From a dataset of Forward reaction prediction with 1.9M reactions from USPTO patents (1976-2016). Predict the product of the given reaction. (1) Given the reactants C([O:5][C:6]([C:8]1[CH:20]=[C:19]([O:21][C:22]2[CH:27]=[CH:26][C:25]([S:28]([CH3:31])(=[O:30])=[O:29])=[CH:24][CH:23]=2)[C:11]2[CH2:12][C:13]([CH2:16][O:17][CH3:18])([CH3:15])[O:14][C:10]=2[CH:9]=1)=O)(C)(C)C.[CH3:32][C:33]1[CH:34]=[CH:35][C:36]([NH2:39])=[N:37][CH:38]=1.C(O)(C(F)(F)F)=O, predict the reaction product. The product is: [CH3:32][C:33]1[CH:34]=[CH:35][C:36]([NH:39][C:6]([C:8]2[CH:20]=[C:19]([O:21][C:22]3[CH:23]=[CH:24][C:25]([S:28]([CH3:31])(=[O:30])=[O:29])=[CH:26][CH:27]=3)[C:11]3[CH2:12][C:13]([CH2:16][O:17][CH3:18])([CH3:15])[O:14][C:10]=3[CH:9]=2)=[O:5])=[N:37][CH:38]=1. (2) Given the reactants [F:1][C:2]1[CH:21]=[CH:20][C:5]([CH2:6][C:7]2[C:8]([CH3:19])=[N:9][C:10]3[N:11]([N:13]=[CH:14][C:15]=3[C:16](O)=[O:17])[CH:12]=2)=[CH:4][C:3]=1[O:22][C:23]([F:26])([F:25])[F:24].[NH2:27][CH2:28][CH2:29][O:30][CH2:31][CH2:32][OH:33].CN(C(ON1N=NC2C=CC=CC1=2)=[N+](C)C)C.[B-](F)(F)(F)F.C(N(CC)CC)C, predict the reaction product. The product is: [F:1][C:2]1[CH:21]=[CH:20][C:5]([CH2:6][C:7]2[C:8]([CH3:19])=[N:9][C:10]3[N:11]([N:13]=[CH:14][C:15]=3[C:16]([NH:27][CH2:28][CH2:29][O:30][CH2:31][CH2:32][OH:33])=[O:17])[CH:12]=2)=[CH:4][C:3]=1[O:22][C:23]([F:24])([F:26])[F:25]. (3) Given the reactants [NH2:1][C:2]1[CH:3]=[C:4]([C:8]2[C:17]3[C:12](=[C:13]([C:18]([F:21])([F:20])[F:19])[CH:14]=[CH:15][CH:16]=3)[N:11]=[CH:10][C:9]=2[C:22]([C:24]2[CH:29]=[CH:28][CH:27]=[CH:26][CH:25]=2)=[O:23])[CH:5]=[CH:6][CH:7]=1.[C:30]1([C:38]2[CH:43]=[CH:42][CH:41]=[CH:40][CH:39]=2)[CH:35]=[CH:34][C:33]([CH:36]=O)=[CH:32][CH:31]=1, predict the reaction product. The product is: [C:30]1([C:38]2[CH:39]=[CH:40][CH:41]=[CH:42][CH:43]=2)[CH:31]=[CH:32][C:33]([CH2:36][NH:1][C:2]2[CH:3]=[C:4]([C:8]3[C:17]4[C:12](=[C:13]([C:18]([F:21])([F:19])[F:20])[CH:14]=[CH:15][CH:16]=4)[N:11]=[CH:10][C:9]=3[C:22]([C:24]3[CH:25]=[CH:26][CH:27]=[CH:28][CH:29]=3)=[O:23])[CH:5]=[CH:6][CH:7]=2)=[CH:34][CH:35]=1. (4) Given the reactants [NH2:1][C:2]1[CH:7]=[CH:6][C:5](C=[NH+][O-])=[CH:4][CH:3]=1.C(N(CC)CC)C.Cl[C:19]([C:21]1[CH:26]=[CH:25][CH:24]=[CH:23][C:22]=1[Se:27]Cl)=[O:20], predict the reaction product. The product is: [C:2]1([N:1]2[C:19](=[O:20])[C:21]3[CH:26]=[CH:25][CH:24]=[CH:23][C:22]=3[Se:27]2)[CH:7]=[CH:6][CH:5]=[CH:4][CH:3]=1. (5) Given the reactants [CH2:1]([O:3][C:4](=[O:17])[C:5]([O:8][C:9]1[CH:14]=[CH:13][C:12]([OH:15])=[CH:11][C:10]=1[CH3:16])([CH3:7])[CH3:6])[CH3:2].[F:18][C:19]([F:34])([F:33])[O:20][C:21]1[CH:22]=[C:23]([C:27]#[C:28][CH2:29][CH2:30][CH2:31]O)[CH:24]=[CH:25][CH:26]=1.C(P(CCCC)CCCC)CCC.CN(C)C(N=NC(N(C)C)=O)=O, predict the reaction product. The product is: [CH2:1]([O:3][C:4](=[O:17])[C:5]([CH3:6])([O:8][C:9]1[CH:14]=[CH:13][C:12]([O:15][CH2:31][CH2:30][CH2:29][C:28]#[C:27][C:23]2[CH:24]=[CH:25][CH:26]=[C:21]([O:20][C:19]([F:18])([F:33])[F:34])[CH:22]=2)=[CH:11][C:10]=1[CH3:16])[CH3:7])[CH3:2]. (6) Given the reactants [Cl:1][C:2]1[CH:11]=[CH:10][C:9]2[NH:8][C:7](=[O:12])[C:6]3=[C:13]([CH3:22])[N:14]([CH:16]4[CH2:21][CH2:20][CH2:19][CH2:18][O:17]4)[N:15]=[C:5]3[C:4]=2[CH:3]=1.Br[CH2:24][CH2:25][CH2:26][N:27]1[C:35](=[O:36])[C:34]2[C:29](=[CH:30][CH:31]=[CH:32][CH:33]=2)[C:28]1=[O:37], predict the reaction product. The product is: [Cl:1][C:2]1[CH:11]=[CH:10][C:9]2[N:8]([CH2:24][CH2:25][CH2:26][N:27]3[C:35](=[O:36])[C:34]4[C:29](=[CH:30][CH:31]=[CH:32][CH:33]=4)[C:28]3=[O:37])[C:7](=[O:12])[C:6]3=[C:13]([CH3:22])[N:14]([CH:16]4[CH2:21][CH2:20][CH2:19][CH2:18][O:17]4)[N:15]=[C:5]3[C:4]=2[CH:3]=1. (7) The product is: [CH3:7][C:6]1([CH3:8])[C:2]([CH3:1])([CH3:27])[O:3][B:4]([C:9]2[CH:10]=[C:11]([CH:24]=[CH:25][CH:26]=2)[CH2:12][CH2:13][C:14]2[CH:15]=[CH:16][C:17]([C:18]([O:20][CH3:21])=[O:19])=[CH:22][CH:23]=2)[O:5]1. Given the reactants [CH3:1][C:2]1([CH3:27])[C:6]([CH3:8])([CH3:7])[O:5][B:4]([C:9]2[CH:10]=[C:11]([CH:24]=[CH:25][CH:26]=2)/[CH:12]=[CH:13]/[C:14]2[CH:23]=[CH:22][C:17]([C:18]([O:20][CH3:21])=[O:19])=[CH:16][CH:15]=2)[O:3]1, predict the reaction product. (8) Given the reactants Br[C:2]1[C:3]([F:9])=[CH:4][C:5]([NH2:8])=[N:6][CH:7]=1.[CH3:10][N:11]1[CH:15]=[C:14](B2OC(C)(C)C(C)(C)O2)[CH:13]=[N:12]1.C([O-])([O-])=O.[Na+].[Na+].S([O-])([O-])(=O)=O.[Na+].[Na+], predict the reaction product. The product is: [F:9][C:3]1[C:2]([C:14]2[CH:13]=[N:12][N:11]([CH3:10])[CH:15]=2)=[CH:7][N:6]=[C:5]([NH2:8])[CH:4]=1. (9) Given the reactants C[O:2][C:3]1(OC)[C:9]([NH:10][C:11](=[O:19])[C:12]2[CH:17]=[CH:16][CH:15]=[N:14][C:13]=2[OH:18])=[CH:8][C:7](=[O:20])[CH:6]2[CH:4]1[O:5]2.FC(F)(F)C(O)=O, predict the reaction product. The product is: [O:2]=[C:3]1[C:9]([NH:10][C:11](=[O:19])[C:12]2[CH:17]=[CH:16][CH:15]=[N:14][C:13]=2[OH:18])=[CH:8][C:7](=[O:20])[CH:6]2[CH:4]1[O:5]2. (10) Given the reactants Cl[CH2:2][C:3]1[CH:8]=[CH:7][C:6]([C:9]2[C:10]([NH:15][S:16]([C:19]3[CH:24]=[CH:23][CH:22]=[CH:21][C:20]=3[C:25]([F:28])([F:27])[F:26])(=[O:18])=[O:17])=[N:11][CH:12]=[CH:13][N:14]=2)=[CH:5][CH:4]=1.[CH2:29]([NH:31][C:32]1[CH:37]=[CH:36][CH:35]=[CH:34][CH:33]=1)[CH3:30], predict the reaction product. The product is: [CH2:29]([N:31]([CH2:2][C:3]1[CH:8]=[CH:7][C:6]([C:9]2[C:10]([NH:15][S:16]([C:19]3[CH:24]=[CH:23][CH:22]=[CH:21][C:20]=3[C:25]([F:28])([F:27])[F:26])(=[O:18])=[O:17])=[N:11][CH:12]=[CH:13][N:14]=2)=[CH:5][CH:4]=1)[C:32]1[CH:37]=[CH:36][CH:35]=[CH:34][CH:33]=1)[CH3:30].